Dataset: Reaction yield outcomes from USPTO patents with 853,638 reactions. Task: Predict the reaction yield, written as a fraction of the theoretical maximum amount of product (1.0 means a 100% yield; for example, 0.34 means a 34% yield). The catalyst is C(Cl)Cl. The yield is 0.720. The reactants are [F:1][C:2]1[CH:7]=[CH:6][C:5]([C:8]2[N:9]=[C:10]3[CH2:15][CH2:14][CH2:13][CH2:12][N:11]3[CH:16]=2)=[CH:4][CH:3]=1.C1C(=O)N([Br:24])C(=O)C1. The product is [Br:24][C:16]1[N:11]2[CH2:12][CH2:13][CH2:14][CH2:15][C:10]2=[N:9][C:8]=1[C:5]1[CH:4]=[CH:3][C:2]([F:1])=[CH:7][CH:6]=1.